From a dataset of Full USPTO retrosynthesis dataset with 1.9M reactions from patents (1976-2016). Predict the reactants needed to synthesize the given product. Given the product [Cl:15][C:16]1[N:21]=[C:20]([C:9]2[CH:10]=[CH:11][C:6]([O:5][CH2:1][CH:2]([CH3:4])[CH3:3])=[CH:7][CH:8]=2)[N:19]=[C:18]([O:23][CH3:24])[N:17]=1, predict the reactants needed to synthesize it. The reactants are: [CH2:1]([O:5][C:6]1[CH:11]=[CH:10][C:9](B(O)O)=[CH:8][CH:7]=1)[CH:2]([CH3:4])[CH3:3].[Cl:15][C:16]1[N:21]=[C:20](Cl)[N:19]=[C:18]([O:23][CH3:24])[N:17]=1.C(=O)([O-])[O-].[Na+].[Na+].